From a dataset of Experimentally validated miRNA-target interactions with 360,000+ pairs, plus equal number of negative samples. Binary Classification. Given a miRNA mature sequence and a target amino acid sequence, predict their likelihood of interaction. (1) The miRNA is hsa-miR-2116-3p with sequence CCUCCCAUGCCAAGAACUCCC. The protein sequence of the target gene is MPRVHNIKKSLTPHISCVTNESDNLLDFLPDRLRAKLLPFQKDGIIFALKRNGRCMVADEMGLGKTIQAIGITYFYKEEWPLLIVVPSSLRYPWTEEIEKWIPELSPEEINVIQNKTDVRRMSTSKVTVLGYGLLTADAKTLIDALNNQNFKVVIVDESHYMKSRNATRSRILLPIVQKARRAILLTGTPALGRPEELFMQIEALFPQKFGRWTDYAKRYCNAHIRYFGKRPQWDCRGASNLNELHQLLSDIMIRRLKTEVLTQLPPKVRQRIPFDLPSAAAKELNTSFEEWEKIMRTPN.... Result: 0 (no interaction). (2) The miRNA is mmu-miR-1b-5p with sequence UACAUACUUCUUUACAUUCCA. The protein sequence of the target gene is MGMKHSSRCLLLRRKMAENAVESTEVSSAPPQPPQPVIPAKPVQCVHHVSTQPSCPGRGKMSKLLNPEEMTSRDYYFDSYAHFGIHEEMLKDEVRTLTYRNSMYHNKHVFKDKVVLDVGSGTGILSMFAAKAGAKKVFGIECSSISDYSEKIIKANHLDNVITIFKGKVEEVELPVEKVDIIISEWMGYCLFYESMLNTVIFARDKWLKPGGLMFPDRAALYVVAIEDRQYKDFKIHWWENVYGFDMTCIRDVAMKEPLVDIVDPKQVVTNACLIKEVDIYTVKTEELSFTSAFCLQIQR.... Result: 1 (interaction).